This data is from Peptide-MHC class I binding affinity with 185,985 pairs from IEDB/IMGT. The task is: Regression. Given a peptide amino acid sequence and an MHC pseudo amino acid sequence, predict their binding affinity value. This is MHC class I binding data. (1) The peptide sequence is NLEMIDERKY. The MHC is HLA-A03:01 with pseudo-sequence HLA-A03:01. The binding affinity (normalized) is 0. (2) The MHC is HLA-A29:02 with pseudo-sequence HLA-A29:02. The binding affinity (normalized) is 0.0847. The peptide sequence is AMDTHLYFE. (3) The binding affinity (normalized) is 0.0847. The MHC is HLA-A02:06 with pseudo-sequence HLA-A02:06. The peptide sequence is AVRQKSRWI. (4) The peptide sequence is FYLCFLAFLL. The MHC is HLA-A30:02 with pseudo-sequence HLA-A30:02. The binding affinity (normalized) is 0. (5) The MHC is HLA-A02:01 with pseudo-sequence HLA-A02:01. The binding affinity (normalized) is 0.754. The peptide sequence is LLGMWGIAAI. (6) The peptide sequence is IASVPTSRY. The MHC is SLA-10701 with pseudo-sequence SLA-10701. The binding affinity (normalized) is 0.367. (7) The peptide sequence is HTAWDSHWV. The MHC is HLA-B08:01 with pseudo-sequence HLA-B08:01. The binding affinity (normalized) is 0.0847. (8) The peptide sequence is FIYFGKKQY. The MHC is HLA-A26:03 with pseudo-sequence HLA-A26:03. The binding affinity (normalized) is 0.0847. (9) The peptide sequence is KQWIVAGAI. The MHC is HLA-A68:02 with pseudo-sequence HLA-A68:02. The binding affinity (normalized) is 0.0847.